Dataset: Forward reaction prediction with 1.9M reactions from USPTO patents (1976-2016). Task: Predict the product of the given reaction. (1) Given the reactants [CH2:1]([C@H:8]([NH:19]C(=O)OC(C)(C)C)[C@H:9]([OH:18])[CH2:10][NH:11][O:12][CH:13]([CH2:16][CH3:17])[CH2:14][CH3:15])[C:2]1[CH:7]=[CH:6][CH:5]=[CH:4][CH:3]=1.FC(F)(F)C(O)=O, predict the reaction product. The product is: [NH2:19][C@@H:8]([CH2:1][C:2]1[CH:3]=[CH:4][CH:5]=[CH:6][CH:7]=1)[C@H:9]([OH:18])[CH2:10][NH:11][O:12][CH:13]([CH2:16][CH3:17])[CH2:14][CH3:15]. (2) Given the reactants [Br:1][C:2]1[C:3](Cl)=[N:4][C:5]([Cl:8])=[N:6][CH:7]=1.[NH2:10][CH2:11][CH2:12][CH2:13][N:14]1[CH2:18][CH2:17][CH2:16][C:15]1=[O:19].C(=O)([O-])[O-].[K+].[K+], predict the reaction product. The product is: [Cl:8][C:5]1[N:4]=[C:3]([NH:10][CH2:11][CH2:12][CH2:13][N:14]2[CH2:18][CH2:17][CH2:16][C:15]2=[O:19])[C:2]([Br:1])=[CH:7][N:6]=1.